From a dataset of Catalyst prediction with 721,799 reactions and 888 catalyst types from USPTO. Predict which catalyst facilitates the given reaction. (1) Reactant: [C:1]([O:5][C:6](=[O:61])[CH2:7][CH2:8][CH2:9][CH2:10][CH2:11][CH2:12][CH2:13][CH2:14][CH2:15][CH2:16][CH2:17][CH2:18][CH2:19][CH2:20][CH2:21][CH2:22][CH2:23][CH2:24][C:25](=[O:60])[NH:26][C@H:27]([C:53]([O:55][C:56]([CH3:59])([CH3:58])[CH3:57])=[O:54])[CH2:28][CH2:29][C:30](=[O:52])[NH:31][CH2:32][CH2:33][O:34][CH2:35][CH2:36][O:37][CH2:38][C:39](=[O:51])[NH:40][CH2:41][CH2:42][O:43][CH2:44][CH2:45][O:46][CH2:47][C:48]([OH:50])=[O:49])([CH3:4])([CH3:3])[CH3:2].[B-](F)(F)(F)F.CN(C(O[N:75]1[C:80](=[O:81])[CH2:79][CH2:78][C:76]1=[O:77])=[N+](C)C)C. Product: [C:1]([O:5][C:6](=[O:61])[CH2:7][CH2:8][CH2:9][CH2:10][CH2:11][CH2:12][CH2:13][CH2:14][CH2:15][CH2:16][CH2:17][CH2:18][CH2:19][CH2:20][CH2:21][CH2:22][CH2:23][CH2:24][C:25](=[O:60])[NH:26][C@H:27]([C:53]([O:55][C:56]([CH3:59])([CH3:58])[CH3:57])=[O:54])[CH2:28][CH2:29][C:30](=[O:52])[NH:31][CH2:32][CH2:33][O:34][CH2:35][CH2:36][O:37][CH2:38][C:39](=[O:51])[NH:40][CH2:41][CH2:42][O:43][CH2:44][CH2:45][O:46][CH2:47][C:48]([O:50][N:75]1[C:80](=[O:81])[CH2:79][CH2:78][C:76]1=[O:77])=[O:49])([CH3:4])([CH3:2])[CH3:3]. The catalyst class is: 10. (2) Reactant: C(OC(=O)[NH:7][CH:8]1[CH2:13][CH2:12][CH2:11][CH:10]([CH2:14][NH:15][C:16]([O:18][CH2:19][C:20]2[CH:25]=[CH:24][CH:23]=[CH:22][CH:21]=2)=[O:17])[CH2:9]1)(C)(C)C. Product: [CH2:19]([O:18][C:16](=[O:17])[NH:15][CH2:14][CH:10]1[CH2:11][CH2:12][CH2:13][CH:8]([NH2:7])[CH2:9]1)[C:20]1[CH:21]=[CH:22][CH:23]=[CH:24][CH:25]=1. The catalyst class is: 67. (3) Reactant: [C:1]([O:5][C:6]([NH:8][CH2:9][CH:10]([C:14]1[CH:19]=[CH:18][C:17]([CH2:20][O:21][Si:22]([CH:29]([CH3:31])[CH3:30])([CH:26]([CH3:28])[CH3:27])[CH:23]([CH3:25])[CH3:24])=[CH:16][CH:15]=1)[C:11]([OH:13])=O)=[O:7])([CH3:4])([CH3:3])[CH3:2].C(Cl)CCl.[NH2:36][C:37]1[CH:45]=[CH:44][C:40]([C:41]([NH2:43])=[O:42])=[C:39]([F:46])[CH:38]=1. Product: [C:41]([C:40]1[CH:44]=[CH:45][C:37]([NH:36][C:11](=[O:13])[CH:10]([C:14]2[CH:19]=[CH:18][C:17]([CH2:20][O:21][Si:22]([CH:29]([CH3:30])[CH3:31])([CH:26]([CH3:27])[CH3:28])[CH:23]([CH3:24])[CH3:25])=[CH:16][CH:15]=2)[CH2:9][NH:8][C:6](=[O:7])[O:5][C:1]([CH3:2])([CH3:4])[CH3:3])=[CH:38][C:39]=1[F:46])(=[O:42])[NH2:43]. The catalyst class is: 383. (4) Reactant: [CH2:1]([S:5][C:6]([C:8]1([C:11](=[O:14])[CH2:12]Br)[CH2:10][CH2:9]1)=[O:7])[CH2:2][CH2:3][CH3:4].[CH3:15][O:16][P:17]([O:20]C)[O:18][CH3:19]. Product: [CH2:1]([S:5][C:6]([C:8]1([C:11](=[O:14])[CH2:12][P:17]([O:18][CH3:19])([O:16][CH3:15])=[O:20])[CH2:10][CH2:9]1)=[O:7])[CH2:2][CH2:3][CH3:4]. The catalyst class is: 11. (5) Reactant: Br[CH2:2][C:3]1[CH:8]=[CH:7][C:6]([C:9]2[CH:13]=[C:12]([C:14]([NH2:16])=[O:15])[O:11][N:10]=2)=[CH:5][CH:4]=1.[CH3:17][O:18][C:19]1[CH:24]=[CH:23][C:22]([OH:25])=[CH:21][CH:20]=1.C([O-])([O-])=O.[K+].[K+]. Product: [CH3:17][O:18][C:19]1[CH:24]=[CH:23][C:22]([O:25][CH2:2][C:3]2[CH:8]=[CH:7][C:6]([C:9]3[CH:13]=[C:12]([C:14]([NH2:16])=[O:15])[O:11][N:10]=3)=[CH:5][CH:4]=2)=[CH:21][CH:20]=1. The catalyst class is: 23. (6) Reactant: Br[C:2]1[CH:3]=[CH:4][C:5]2[N:6]([CH2:15][CH2:16][O:17][CH2:18][CH2:19][O:20][CH3:21])[C:7]3[C:12]([C:13]=2[CH:14]=1)=[CH:11][CH:10]=[CH:9][CH:8]=3.[Li]CCCC.C1C=CC(S(N(S(C2C=CC=CC=2)(=O)=O)[F:37])(=O)=O)=CC=1. Product: [F:37][C:2]1[CH:3]=[CH:4][C:5]2[N:6]([CH2:15][CH2:16][O:17][CH2:18][CH2:19][O:20][CH3:21])[C:7]3[C:12]([C:13]=2[CH:14]=1)=[CH:11][CH:10]=[CH:9][CH:8]=3. The catalyst class is: 1.